From a dataset of Reaction yield outcomes from USPTO patents with 853,638 reactions. Predict the reaction yield, written as a fraction of the theoretical maximum amount of product (1.0 means a 100% yield; for example, 0.34 means a 34% yield). (1) The reactants are [Br:1][C:2]1[CH:15]=[CH:14][C:13]2[C:12]3[C:7](=[CH:8][C:9]([Br:16])=[CH:10][CH:11]=3)[CH2:6][CH2:5][C:4]=2[CH:3]=1.[CH2:17]([Sn](CCCC)(CCCC)C(OCC)=C)[CH2:18]CC.BrN1C(=[O:41])CCC1=O.O. The catalyst is O1CCOCC1.C(OCC)(=O)C.C1C=CC([P]([Pd]([P](C2C=CC=CC=2)(C2C=CC=CC=2)C2C=CC=CC=2)([P](C2C=CC=CC=2)(C2C=CC=CC=2)C2C=CC=CC=2)[P](C2C=CC=CC=2)(C2C=CC=CC=2)C2C=CC=CC=2)(C2C=CC=CC=2)C2C=CC=CC=2)=CC=1. The product is [Br:16][CH2:9][C:10]([C:11]1[CH:18]=[CH:17][C:6]2[C:5]3[C:4](=[CH:3][C:2]([Br:1])=[CH:15][CH:14]=3)[CH2:13][CH2:8][C:7]=2[CH:12]=1)=[O:41]. The yield is 0.160. (2) The reactants are [N:1]1([C:7]2[CH:12]=[CH:11][C:10]([NH:13][C:14]([C:16]3[O:17][C:18]4[C:23]([C:24](=[O:26])[CH:25]=3)=[CH:22][C:21]([O:27][CH3:28])=[CH:20][C:19]=4[N:29]3[CH2:34][CH2:33][N:32](C)[CH2:31][CH2:30]3)=[O:15])=[CH:9][CH:8]=2)[CH2:6][CH2:5][O:4][CH2:3][CH2:2]1.ClC(OC(Cl)C)=O.[I-].[Na+]. The catalyst is ClCCCl. The product is [N:1]1([C:7]2[CH:8]=[CH:9][C:10]([NH:13][C:14]([C:16]3[O:17][C:18]4[C:23]([C:24](=[O:26])[CH:25]=3)=[CH:22][C:21]([O:27][CH3:28])=[CH:20][C:19]=4[N:29]3[CH2:30][CH2:31][NH:32][CH2:33][CH2:34]3)=[O:15])=[CH:11][CH:12]=2)[CH2:6][CH2:5][O:4][CH2:3][CH2:2]1. The yield is 0.640. (3) The reactants are [N+:1]([C:4]1[CH:12]=[C:7]2[CH2:8][NH:9][CH2:10][CH2:11][N:6]2[N:5]=1)([O-:3])=[O:2].[C:13](Cl)(=[O:15])[CH3:14].C([O-])([O-])=O.[K+].[K+]. The catalyst is ClCCl. The product is [N+:1]([C:4]1[CH:12]=[C:7]2[CH2:8][N:9]([C:13](=[O:15])[CH3:14])[CH2:10][CH2:11][N:6]2[N:5]=1)([O-:3])=[O:2]. The yield is 0.600.